Dataset: Catalyst prediction with 721,799 reactions and 888 catalyst types from USPTO. Task: Predict which catalyst facilitates the given reaction. (1) Reactant: Cl[C:2]1[C:11]2[C:6](=[C:7]([N+:12]([O-:14])=[O:13])[CH:8]=[CH:9][CH:10]=2)[N:5]=[C:4]([C:15]([F:18])([F:17])[F:16])[N:3]=1.[CH3:19][C:20]1([CH3:27])[CH2:25][CH2:24][CH:23]([NH2:26])[CH2:22][CH2:21]1.C([O-])([O-])=O.[K+].[K+]. Product: [CH3:19][C:20]1([CH3:27])[CH2:25][CH2:24][CH:23]([NH:26][C:2]2[C:11]3[C:6](=[C:7]([N+:12]([O-:14])=[O:13])[CH:8]=[CH:9][CH:10]=3)[N:5]=[C:4]([C:15]([F:18])([F:17])[F:16])[N:3]=2)[CH2:22][CH2:21]1. The catalyst class is: 23. (2) Reactant: [CH:1]1([C:7]([O:9][CH2:10][C:11]2[CH:16]=[CH:15][CH:14]=[CH:13][CH:12]=2)=[O:8])[CH2:6][CH2:5][CH:4]=[CH:3][CH2:2]1.ClC1C=CC=C(C(OO)=[O:25])C=1.S([O-])([O-])(=[O:30])=S.[Na+].[Na+]. Product: [O:25]1[C@H:4]2[C@@H:3]1[CH2:2][C@H:1]([C:7]([O:9][CH2:10][C:11]1[CH:12]=[CH:13][CH:14]=[CH:15][CH:16]=1)=[O:8])[CH2:6][CH2:5]2.[O:30]1[C@@H:4]2[C@H:3]1[CH2:2][C@H:1]([C:7]([O:9][CH2:10][C:11]1[CH:12]=[CH:13][CH:14]=[CH:15][CH:16]=1)=[O:8])[CH2:6][CH2:5]2. The catalyst class is: 4.